Dataset: Catalyst prediction with 721,799 reactions and 888 catalyst types from USPTO. Task: Predict which catalyst facilitates the given reaction. (1) Reactant: F[C:2]1[CH:3]=[C:4]([CH2:12][C:13]([OH:15])=[O:14])[CH:5]=[C:6]([C:8]([F:11])([F:10])[F:9])[CH:7]=1.[CH2:16]([OH:23])[C:17]1[CH:22]=[CH:21][CH:20]=[CH:19][CH:18]=1.[H-].[Na+]. Product: [CH2:16]([O:23][C:2]1[CH:3]=[C:4]([CH2:12][C:13]([OH:15])=[O:14])[CH:5]=[C:6]([C:8]([F:11])([F:10])[F:9])[CH:7]=1)[C:17]1[CH:22]=[CH:21][CH:20]=[CH:19][CH:18]=1. The catalyst class is: 37. (2) Reactant: [CH3:1][O:2][CH2:3][CH2:4][N:5]1[C:10]2=[N:11][C:12]([Sn](C)(C)C)=[CH:13][N:14]=[C:9]2[NH:8][CH2:7][C:6]1=[O:19].Br[C:21]1[C:22]([CH3:38])=[N:23][C:24]([C:27]2[N:31]=[CH:30][N:29](C3CCCCO3)[N:28]=2)=[CH:25][CH:26]=1.C1(C)C=CC=CC=1P(C1C=CC=CC=1C)C1C=CC=CC=1C.C(N(CC)CC)C. The catalyst class is: 9. Product: [CH3:1][O:2][CH2:3][CH2:4][N:5]1[C:10]2=[N:11][C:12]([C:21]3[C:22]([CH3:38])=[N:23][C:24]([C:27]4[NH:31][CH:30]=[N:29][N:28]=4)=[CH:25][CH:26]=3)=[CH:13][N:14]=[C:9]2[NH:8][CH2:7][C:6]1=[O:19].